Predict which catalyst facilitates the given reaction. From a dataset of Catalyst prediction with 721,799 reactions and 888 catalyst types from USPTO. (1) Reactant: [CH3:1][C:2]1[CH:3]=[CH:4][CH:5]=[C:6]2[C:11]=1[N:10]=[C:9]([C:12]1[CH:17]=[CH:16][CH:15]=[CH:14][CH:13]=1)[C:8]([CH:18]=O)=[CH:7]2.C([Sn](Cl)(Cl)CCCC)CCC.C1([SiH3])C=CC=CC=1.[NH2:38][C:39]1[CH:40]=[C:41]2[C:46](=[CH:47][CH:48]=1)[N:45]=[CH:44][CH:43]=[N:42]2. Product: [CH3:1][C:2]1[CH:3]=[CH:4][CH:5]=[C:6]2[C:11]=1[N:10]=[C:9]([C:12]1[CH:17]=[CH:16][CH:15]=[CH:14][CH:13]=1)[C:8]([CH2:18][NH:38][C:39]1[CH:40]=[C:41]3[C:46](=[CH:47][CH:48]=1)[N:45]=[CH:44][CH:43]=[N:42]3)=[CH:7]2. The catalyst class is: 1. (2) Reactant: [NH2:1][C:2]1[C:7]([NH2:8])=[CH:6][C:5]([C:9]2[C:10]([CH3:15])=[N:11][O:12][C:13]=2[CH3:14])=[CH:4][C:3]=1[S:16]([NH:19][CH:20]1[CH2:24][CH2:23][CH2:22][CH2:21]1)(=[O:18])=[O:17].C1N=CN([C:30](N2C=NC=C2)=[O:31])C=1. Product: [CH:20]1([NH:19][S:16]([C:3]2[C:2]3[NH:1][C:30](=[O:31])[NH:8][C:7]=3[CH:6]=[C:5]([C:9]3[C:10]([CH3:15])=[N:11][O:12][C:13]=3[CH3:14])[CH:4]=2)(=[O:17])=[O:18])[CH2:24][CH2:23][CH2:22][CH2:21]1. The catalyst class is: 3.